Dataset: Experimentally validated miRNA-target interactions with 360,000+ pairs, plus equal number of negative samples. Task: Binary Classification. Given a miRNA mature sequence and a target amino acid sequence, predict their likelihood of interaction. The miRNA is hsa-miR-3194-3p with sequence AGCUCUGCUGCUCACUGGCAGU. The protein sequence of the target gene is MATTRYEPVAEIGVGAYGTVYKARDPHSGHFVALKSVRVPNGGAAGGGLPVSTVREVALLRRLEAFEHPNVVRLMDVCATSRTDRDIKVTLVFEHIDQDLRTYLDKAPPPGLPVETIKDLMRQFLSGLDFLHANCIVHRDLKPENILVTSNGTVKLADFGLARIYSYQMALTPVVVTLWYRAPEVLLQSTYATPVDMWSVGCIFAEMFRRKPLFCGNSEADQLGKIFDLIGLPPEDDWPREVSLPRGAFSPRGPRPVQSVVPEMEESGAQLLLEMLTFNPLKRISAFRALQHSYLHKEES.... Result: 0 (no interaction).